From a dataset of Acute oral toxicity (LD50) regression data from Zhu et al.. Regression/Classification. Given a drug SMILES string, predict its toxicity properties. Task type varies by dataset: regression for continuous values (e.g., LD50, hERG inhibition percentage) or binary classification for toxic/non-toxic outcomes (e.g., AMES mutagenicity, cardiotoxicity, hepatotoxicity). Dataset: ld50_zhu. The rat oral LD50 is 2.19, given as -log10 of the dose in mol/kg body weight (higher means more acutely toxic). The molecule is CC(=O)Oc1ccccc1C(=O)OC(=O)c1ccccc1OC(C)=O.